This data is from Full USPTO retrosynthesis dataset with 1.9M reactions from patents (1976-2016). The task is: Predict the reactants needed to synthesize the given product. Given the product [OH:31][C:29]([CH3:30])([CH3:32])[CH2:28][CH2:27][CH2:26][C@H:23]([CH3:22])[CH:24]=[O:25], predict the reactants needed to synthesize it. The reactants are: [Cr](O[Cr]([O-])(=O)=O)([O-])(=O)=O.[NH+]1C=CC=CC=1.[NH+]1C=CC=CC=1.[CH3:22][CH:23]([CH2:26][CH2:27][CH2:28][C:29]([CH3:32])([OH:31])[CH3:30])[CH2:24][OH:25].C1(C)C=CC(S([O-])(=O)=O)=CC=1.[NH+]1C=CC=CC=1.